This data is from NCI-60 drug combinations with 297,098 pairs across 59 cell lines. The task is: Regression. Given two drug SMILES strings and cell line genomic features, predict the synergy score measuring deviation from expected non-interaction effect. (1) Drug 1: C#CCC(CC1=CN=C2C(=N1)C(=NC(=N2)N)N)C3=CC=C(C=C3)C(=O)NC(CCC(=O)O)C(=O)O. Drug 2: CC1C(C(CC(O1)OC2CC(CC3=C2C(=C4C(=C3O)C(=O)C5=CC=CC=C5C4=O)O)(C(=O)C)O)N)O. Cell line: OVCAR3. Synergy scores: CSS=41.4, Synergy_ZIP=-3.94, Synergy_Bliss=-4.15, Synergy_Loewe=-3.92, Synergy_HSA=-2.14. (2) Drug 1: CC1=CC2C(CCC3(C2CCC3(C(=O)C)OC(=O)C)C)C4(C1=CC(=O)CC4)C. Drug 2: COCCOC1=C(C=C2C(=C1)C(=NC=N2)NC3=CC=CC(=C3)C#C)OCCOC.Cl. Cell line: SK-MEL-5. Synergy scores: CSS=-0.901, Synergy_ZIP=2.37, Synergy_Bliss=0.459, Synergy_Loewe=-13.3, Synergy_HSA=-9.13. (3) Drug 1: C1=NC(=NC(=O)N1C2C(C(C(O2)CO)O)O)N. Drug 2: C1CCC(C(C1)N)N.C(=O)(C(=O)[O-])[O-].[Pt+4]. Cell line: HL-60(TB). Synergy scores: CSS=82.9, Synergy_ZIP=-1.94, Synergy_Bliss=-1.43, Synergy_Loewe=-3.82, Synergy_HSA=3.05. (4) Drug 1: C1CCC(C1)C(CC#N)N2C=C(C=N2)C3=C4C=CNC4=NC=N3. Drug 2: CC1OCC2C(O1)C(C(C(O2)OC3C4COC(=O)C4C(C5=CC6=C(C=C35)OCO6)C7=CC(=C(C(=C7)OC)O)OC)O)O. Cell line: SNB-19. Synergy scores: CSS=55.8, Synergy_ZIP=13.7, Synergy_Bliss=12.8, Synergy_Loewe=-16.5, Synergy_HSA=10.5. (5) Cell line: OVCAR3. Drug 2: CCC1(C2=C(COC1=O)C(=O)N3CC4=CC5=C(C=CC(=C5CN(C)C)O)N=C4C3=C2)O.Cl. Drug 1: CC1=C(C(=O)C2=C(C1=O)N3CC4C(C3(C2COC(=O)N)OC)N4)N. Synergy scores: CSS=13.9, Synergy_ZIP=-16.8, Synergy_Bliss=-28.6, Synergy_Loewe=-34.2, Synergy_HSA=-16.0. (6) Drug 1: CC1=CC2C(CCC3(C2CCC3(C(=O)C)OC(=O)C)C)C4(C1=CC(=O)CC4)C. Drug 2: CC1=C(N=C(N=C1N)C(CC(=O)N)NCC(C(=O)N)N)C(=O)NC(C(C2=CN=CN2)OC3C(C(C(C(O3)CO)O)O)OC4C(C(C(C(O4)CO)O)OC(=O)N)O)C(=O)NC(C)C(C(C)C(=O)NC(C(C)O)C(=O)NCCC5=NC(=CS5)C6=NC(=CS6)C(=O)NCCC[S+](C)C)O. Cell line: KM12. Synergy scores: CSS=23.6, Synergy_ZIP=-9.31, Synergy_Bliss=-6.32, Synergy_Loewe=3.98, Synergy_HSA=3.98. (7) Drug 1: CNC(=O)C1=CC=CC=C1SC2=CC3=C(C=C2)C(=NN3)C=CC4=CC=CC=N4. Drug 2: CN1C2=C(C=C(C=C2)N(CCCl)CCCl)N=C1CCCC(=O)O.Cl. Cell line: NCI-H522. Synergy scores: CSS=17.1, Synergy_ZIP=-5.84, Synergy_Bliss=-0.346, Synergy_Loewe=1.24, Synergy_HSA=1.16. (8) Synergy scores: CSS=38.2, Synergy_ZIP=1.29, Synergy_Bliss=0.595, Synergy_Loewe=-2.07, Synergy_HSA=2.71. Drug 1: C1=C(C(=O)NC(=O)N1)N(CCCl)CCCl. Drug 2: CN(C(=O)NC(C=O)C(C(C(CO)O)O)O)N=O. Cell line: SW-620. (9) Drug 1: C1=CC=C(C(=C1)C(C2=CC=C(C=C2)Cl)C(Cl)Cl)Cl. Drug 2: CC1=C(C(=O)C2=C(C1=O)N3CC4C(C3(C2COC(=O)N)OC)N4)N. Cell line: KM12. Synergy scores: CSS=40.1, Synergy_ZIP=0.910, Synergy_Bliss=2.78, Synergy_Loewe=-18.4, Synergy_HSA=5.37. (10) Drug 1: COC1=C2C(=CC3=C1OC=C3)C=CC(=O)O2. Drug 2: C1CNP(=O)(OC1)N(CCCl)CCCl. Cell line: SK-OV-3. Synergy scores: CSS=-8.02, Synergy_ZIP=8.87, Synergy_Bliss=-3.39, Synergy_Loewe=-11.3, Synergy_HSA=-12.1.